Dataset: Reaction yield outcomes from USPTO patents with 853,638 reactions. Task: Predict the reaction yield, written as a fraction of the theoretical maximum amount of product (1.0 means a 100% yield; for example, 0.34 means a 34% yield). (1) The reactants are [CH2:1]([O:3][C:4](=[O:32])[CH2:5][N:6]([CH2:17][C:18]([N:20]([N:22]1[CH2:30][C:29]2[C:24](=[CH:25][CH:26]=[C:27]([F:31])[CH:28]=2)[CH2:23]1)[CH3:21])=[O:19])[C:7]1[CH:8]=[C:9]2[C:13](=[CH:14][C:15]=1[CH3:16])[NH:12][N:11]=[CH:10]2)[CH3:2].FC(F)(F)S(O[CH2:39][CH:40]([F:42])[F:41])(=O)=O. No catalyst specified. The product is [CH2:1]([O:3][C:4](=[O:32])[CH2:5][N:6]([C:7]1[CH:8]=[C:9]2[C:13](=[CH:14][C:15]=1[CH3:16])[N:12]([CH2:39][CH:40]([F:42])[F:41])[N:11]=[CH:10]2)[CH2:17][C:18]([N:20]([N:22]1[CH2:30][C:29]2[C:24](=[CH:25][CH:26]=[C:27]([F:31])[CH:28]=2)[CH2:23]1)[CH3:21])=[O:19])[CH3:2]. The yield is 0.710. (2) The reactants are [OH-].[K+].[F:3][C:4]1[C:5](=[O:29])[N:6]([CH2:16][CH2:17][C@@:18]([CH3:28])([S:24]([CH3:27])(=[O:26])=[O:25])[C:19]([O:21]CC)=[O:20])[CH:7]=[CH:8][C:9]=1[C:10]1[CH:15]=[CH:14][CH:13]=[CH:12][CH:11]=1. The catalyst is C1COCC1.CO.O. The product is [F:3][C:4]1[C:5](=[O:29])[N:6]([CH2:16][CH2:17][C@@:18]([CH3:28])([S:24]([CH3:27])(=[O:25])=[O:26])[C:19]([OH:21])=[O:20])[CH:7]=[CH:8][C:9]=1[C:10]1[CH:11]=[CH:12][CH:13]=[CH:14][CH:15]=1. The yield is 0.727. (3) The yield is 0.0900. The product is [NH2:29][C:26]1[N:27]=[CH:28][C:23]([C:2]2[N:3]=[CH:4][C:5]3[N:10]=[C:9]([NH:11][C:12](=[O:14])[CH3:13])[S:8][C:6]=3[N:7]=2)=[CH:24][CH:25]=1. The reactants are Cl[C:2]1[N:3]=[CH:4][C:5]2[N:10]=[C:9]([NH:11][C:12](=[O:14])[CH3:13])[S:8][C:6]=2[N:7]=1.CC1(C)C(C)(C)OB([C:23]2[CH:24]=[CH:25][C:26]([NH2:29])=[N:27][CH:28]=2)O1.C([O-])([O-])=O.[Cs+].[Cs+].C(OCC)(=O)C. The catalyst is COCCOC.C1C=CC(P(C2C=CC=CC=2)[C-]2C=CC=C2)=CC=1.C1C=CC(P(C2C=CC=CC=2)[C-]2C=CC=C2)=CC=1.Cl[Pd]Cl.[Fe+2].C(Cl)Cl.O.C1COCC1. (4) The reactants are [C:1]([C:5]1[CH:10]=[C:9]([F:11])[CH:8]=[CH:7][C:6]=1[OH:12])([CH3:4])([CH3:3])[CH3:2].CCN(CC)CC.Cl[C:21]([O:23][CH3:24])=[O:22]. The catalyst is O1CCOCC1. The product is [C:21](=[O:22])([O:23][CH3:24])[O:12][C:6]1[CH:7]=[CH:8][C:9]([F:11])=[CH:10][C:5]=1[C:1]([CH3:4])([CH3:2])[CH3:3]. The yield is 0.590. (5) The yield is 0.170. The product is [F:8][C:6]1[CH:7]=[C:2]([C:38]2[CH:39]=[C:40]3[C:45](=[CH:46][CH:47]=2)[NH:44][C:43](=[O:48])[CH:42]([OH:49])[CH2:41]3)[CH:3]=[C:4]([F:13])[C:5]=1[C:9]([F:12])([F:11])[F:10]. The reactants are Br[C:2]1[CH:3]=[C:4]([F:13])[C:5]([C:9]([F:12])([F:11])[F:10])=[C:6]([F:8])[CH:7]=1.B1(B2OC(C)(C)C(C)(C)O2)OC(C)(C)C(C)(C)O1.C([O-])(=O)C.[K+].Br[C:38]1[CH:39]=[C:40]2[C:45](=[CH:46][CH:47]=1)[NH:44][C:43](=[O:48])[CH:42]([OH:49])[CH2:41]2.C([O-])([O-])=O.[Na+].[Na+]. The catalyst is CN(C=O)C.O.C(OCC)(=O)C. (6) The reactants are [F:1][C:2]1([F:44])[CH2:7][CH2:6][C@H:5]([O:8][C:9]2[C:14]([F:15])=[CH:13][C:12]([S:16]([N:19](CC3C=CC(OC)=CC=3OC)[C:20]3[CH:25]=[CH:24][N:23]=[CH:22][N:21]=3)(=[O:18])=[O:17])=[C:11]([F:37])[CH:10]=2)[C@@H:4]([C:38]2[N:42]([CH3:43])[N:41]=[CH:40][CH:39]=2)[CH2:3]1.C([SiH](CC)CC)C.FC(F)(F)C(O)=O. The catalyst is ClCCl. The product is [F:44][C:2]1([F:1])[CH2:7][CH2:6][C@H:5]([O:8][C:9]2[C:14]([F:15])=[CH:13][C:12]([S:16]([NH:19][C:20]3[CH:25]=[CH:24][N:23]=[CH:22][N:21]=3)(=[O:17])=[O:18])=[C:11]([F:37])[CH:10]=2)[C@@H:4]([C:38]2[N:42]([CH3:43])[N:41]=[CH:40][CH:39]=2)[CH2:3]1. The yield is 0.800. (7) The reactants are [F:1][C:2]1[CH:7]=[C:6]([C:8]2[CH:9]=[C:10]3[C:16]([C:17]4[CH:21]=[CH:20][N:19]([CH2:22][CH2:23][C:24]5[CH:29]=[CH:28][CH:27]=[CH:26][CH:25]=5)[N:18]=4)=[CH:15][N:14]([S:30]([C:33]4[CH:39]=[CH:38][C:36]([CH3:37])=[CH:35][CH:34]=4)(=[O:32])=[O:31])[C:11]3=[N:12][CH:13]=2)[CH:5]=[CH:4][C:3]=1[C:40]1[CH2:45][CH2:44][N:43]([C:46]([O:48][C:49]([CH3:52])([CH3:51])[CH3:50])=[O:47])[CH2:42][CH:41]=1. The catalyst is [N+](C1C=C(C=CC=1)CN1C=C(B2OC(C)(C)C(C)(C)O2)C=N1)([O-])=O.[OH-].[Pd+2].[OH-]. The product is [F:1][C:2]1[CH:7]=[C:6]([C:8]2[CH:9]=[C:10]3[C:16]([C:17]4[CH:21]=[CH:20][N:19]([CH2:22][CH2:23][C:24]5[CH:29]=[CH:28][CH:27]=[CH:26][CH:25]=5)[N:18]=4)=[CH:15][N:14]([S:30]([C:33]4[CH:39]=[CH:38][C:36]([CH3:37])=[CH:35][CH:34]=4)(=[O:31])=[O:32])[C:11]3=[N:12][CH:13]=2)[CH:5]=[CH:4][C:3]=1[CH:40]1[CH2:45][CH2:44][N:43]([C:46]([O:48][C:49]([CH3:52])([CH3:51])[CH3:50])=[O:47])[CH2:42][CH2:41]1. The yield is 0.816. (8) The reactants are [OH-].[Na+].O.[Br:4][C:5]1[CH:6]=[C:7]2[C:12](=[CH:13][CH:14]=1)[CH:11]=[C:10]([OH:15])[CH:9]=[CH:8]2.Cl.Cl[CH2:18][CH2:19][N:20]1[CH2:25][CH2:24][CH2:23][CH2:22][CH2:21]1. The product is [Br:4][C:5]1[CH:6]=[C:7]2[C:12](=[CH:13][CH:14]=1)[CH:11]=[C:10]([O:15][CH2:18][CH2:19][N:20]1[CH2:25][CH2:24][CH2:23][CH2:22][CH2:21]1)[CH:9]=[CH:8]2. The catalyst is C1COCC1. The yield is 0.360. (9) The reactants are [N+:1]([C:4]1[CH:5]=[C:6]([CH:10]=[CH:11][C:12]=1COCCC)[C:7]([O-:9])=[O:8])([O-:3])=[O:2].[Li+].[OH-].[CH2:20]1C[O:23][CH2:22][CH2:21]1. The catalyst is CCO.O. The product is [N+:1]([C:4]1[CH:5]=[C:6]([CH:10]=[CH:11][C:12]=1[O:23][CH2:22][CH2:21][CH3:20])[C:7]([OH:9])=[O:8])([O-:3])=[O:2]. The yield is 0.970.